This data is from Forward reaction prediction with 1.9M reactions from USPTO patents (1976-2016). The task is: Predict the product of the given reaction. Given the reactants C[CH2:2][N:3]([CH:7]([CH3:9])[CH3:8])[CH:4](C)C.[O:10]=[C:11]1NC2C=CC(C3NN=C(C(O)=O)C=3)=CC=2O1.[CH:28]1[CH:29]=[CH:30][C:31]2N(O)N=N[C:32]=2[CH:33]=1.CCN=C=N[CH2:43][CH2:44][CH2:45]N(C)C.Cl.[NH2:50][CH2:51][C:52]([N:54]1[CH2:59][CH2:58][N:57]([C:60](=[O:72])[C:61]2[CH:66]=[C:65](F)[CH:64]=[CH:63][C:62]=2[C:68]([F:71])([F:70])[F:69])[CH2:56][CH2:55]1)=[O:53], predict the reaction product. The product is: [O:53]=[C:52]([N:54]1[CH2:59][CH2:58][N:57]([C:60](=[O:72])[C:61]2[CH:66]=[CH:65][CH:64]=[CH:63][C:62]=2[C:68]([F:71])([F:70])[F:69])[CH2:56][CH2:55]1)[CH2:51][NH:50][C:11]([C:28]1[CH:29]=[CH:30][C:31]([C:45]2[CH:44]=[CH:43][CH:9]=[C:7]([N:3]([CH3:2])[CH3:4])[CH:8]=2)=[CH:32][CH:33]=1)=[O:10].